Dataset: Full USPTO retrosynthesis dataset with 1.9M reactions from patents (1976-2016). Task: Predict the reactants needed to synthesize the given product. (1) Given the product [Cl:1][CH2:2][CH2:3][CH2:4][O:5][C:6]1[CH:7]=[C:8]([C:12]2[S:20][C:19]3[C:14](=[N:15][CH:16]=[CH:17][C:18]=3[O:21][C:22]3[CH:27]=[CH:26][C:25]([NH:28][C:73](=[O:72])[CH2:74][C:80]([NH:78][C:31]4[CH:59]=[CH:58][CH:57]=[CH:56][C:32]=4[O:33][CH3:34])=[O:81])=[CH:24][C:23]=3[F:29])[CH:13]=2)[CH:9]=[CH:10][CH:11]=1, predict the reactants needed to synthesize it. The reactants are: [Cl:1][CH2:2][CH2:3][CH2:4][O:5][C:6]1[CH:7]=[C:8]([C:12]2[S:20][C:19]3[C:14](=[N:15][CH:16]=[CH:17][C:18]=3[O:21][C:22]3[CH:27]=[CH:26][C:25]([NH2:28])=[CH:24][C:23]=3[F:29])[CH:13]=2)[CH:9]=[CH:10][CH:11]=1.F[C:31]1[CH:59]=[C:58]([N+]([O-])=O)[CH:57]=[CH:56][C:32]=1[O:33][C:34]1C=CN=C2C=C(C3N=CN(COCC[Si](C)(C)C)C=3)SC=12.C1C=CC2N([OH:72])N=NC=2C=1.[CH2:73](Cl)[CH2:74]Cl.C[N:78]([CH:80]=[O:81])C. (2) Given the product [CH2:14]([O:25][C:26]1[CH:27]=[CH:31][CH:32]=[CH:33][C:1]=1[C:2]([Cl:4])=[O:3])[CH2:15][CH2:16]/[CH:17]=[CH:18]\[CH2:19][CH2:20][CH2:21][CH2:22][CH2:23][CH3:24], predict the reactants needed to synthesize it. The reactants are: [C:1](Cl)(=O)[C:2]([Cl:4])=[O:3].C1(C)C=CC=CC=1.[CH2:14]([O:25][C:26]1C=[CH:33][CH:32]=[CH:31][C:27]=1C(O)=O)[CH2:15][CH2:16]/[CH:17]=[CH:18]\[CH2:19][CH2:20][CH2:21][CH2:22][CH2:23][CH3:24]. (3) Given the product [CH3:1][C:2]1([CH3:16])[CH2:10][CH2:9][CH2:8][C@:7]2([CH3:11])[C@H:3]1[CH2:4][CH2:5][C:6]2=[O:12], predict the reactants needed to synthesize it. The reactants are: [CH3:1][C:2]1([CH3:16])[CH2:10][CH2:9][CH2:8][C@:7]2([CH3:11])[C@H:3]1[CH2:4][CH2:5][C:6]12OCC[O:12]1.C1(C)C=CC(S(O)(=O)=O)=CC=1. (4) Given the product [C:1]([O:12][CH2:21][CH2:20][CH2:19][O:18][CH2:17][CH2:16][N:15]([CH2:23][CH3:24])[CH2:13][CH3:14])(=[O:11])/[CH:2]=[CH:3]/[CH2:4][CH2:5][CH2:6][CH2:7][CH2:8][CH2:9][CH3:10], predict the reactants needed to synthesize it. The reactants are: [C:1]([OH:12])(=[O:11])/[CH:2]=[CH:3]/[CH2:4][CH2:5][CH2:6][CH2:7][CH2:8][CH2:9][CH3:10].[CH2:13]([N:15]([CH2:23][CH3:24])[CH2:16][CH2:17][O:18][CH2:19][CH2:20][CH2:21]O)[CH3:14]. (5) Given the product [Cl:8][C:6]1[N:5]=[C:4]([NH:9][C:10]2[NH:14][N:13]=[C:12]([CH:15]3[CH2:17][CH2:16]3)[CH:11]=2)[N:3]=[C:2]([N:22]2[CH2:23][C@@H:19]([OH:18])[CH2:20][C@H:21]2[C:24]([NH:26][C:27]2[CH:32]=[N:31][CH:30]=[CH:29][N:28]=2)=[O:25])[N:7]=1, predict the reactants needed to synthesize it. The reactants are: Cl[C:2]1[N:7]=[C:6]([Cl:8])[N:5]=[C:4]([NH:9][C:10]2[NH:14][N:13]=[C:12]([CH:15]3[CH2:17][CH2:16]3)[CH:11]=2)[N:3]=1.[OH:18][C@@H:19]1[CH2:23][NH:22][C@H:21]([C:24]([NH:26][C:27]2[CH:32]=[N:31][CH:30]=[CH:29][N:28]=2)=[O:25])[CH2:20]1.ClC1N=C(NC2NN=C(C3CC3)C=2)N=C(N2CCC[C@@]2(C)C(NC2C=NC(F)=CC=2)=O)N=1.